Task: Predict the product of the given reaction.. Dataset: Forward reaction prediction with 1.9M reactions from USPTO patents (1976-2016) (1) Given the reactants [N:1]1[CH:6]=[CH:5][CH:4]=[CH:3][C:2]=1[NH:7][C:8]([C:10]1[C:19]2[C:18](=[O:20])[CH:17]3[CH2:21][N:22](CC4C=CC=CC=4)[CH2:23][CH:16]3[CH2:15][CH2:14][C:13]=2[NH:12][CH:11]=1)=[O:9].C([O-])=O.[NH4+], predict the reaction product. The product is: [N:1]1[CH:6]=[CH:5][CH:4]=[CH:3][C:2]=1[NH:7][C:8]([C:10]1[C:19]2[C:18](=[O:20])[CH:17]3[CH2:21][NH:22][CH2:23][CH:16]3[CH2:15][CH2:14][C:13]=2[NH:12][CH:11]=1)=[O:9]. (2) The product is: [C:1]([O:5][C:6]([NH:8][CH:9]([CH2:10][CH3:22])[C:11]([NH:13][CH:14]([CH:19]1[CH2:20][CH2:21]1)[C:15]([O:17][CH3:18])=[O:16])=[O:12])=[O:7])([CH3:2])([CH3:3])[CH3:4]. Given the reactants [C:1]([O:5][C:6]([NH:8][C@H:9]([C:11]([NH:13][CH:14]([CH:19]1[CH2:21][CH2:20]1)[C:15]([O:17][CH3:18])=[O:16])=[O:12])[CH3:10])=[O:7])([CH3:4])([CH3:3])[CH3:2].[C:22](NC(CC)C(O)=O)(OC(C)(C)C)=O, predict the reaction product. (3) Given the reactants [CH3:1][O:2][CH2:3][CH2:4][CH2:5][O:6][C:7]1[CH:8]=[C:9]2[C:13](=[C:14]([N:16]([CH3:26])[S:17]([C:20]3[CH:25]=[CH:24][CH:23]=[CH:22][N:21]=3)(=[O:19])=[O:18])[CH:15]=1)[NH:12][C:11]([C:27]1[S:28][CH:29]([CH2:32][N:33]3[CH2:38][CH2:37][S:36][CH2:35][CH2:34]3)[CH2:30][N:31]=1)=[CH:10]2.CO.[OH:41]OS([O-])=O.[K+].S([O-])([O-])=O.[Na+].[Na+], predict the reaction product. The product is: [CH3:1][O:2][CH2:3][CH2:4][CH2:5][O:6][C:7]1[CH:8]=[C:9]2[C:13](=[C:14]([N:16]([CH3:26])[S:17]([C:20]3[CH:25]=[CH:24][CH:23]=[CH:22][N:21]=3)(=[O:19])=[O:18])[CH:15]=1)[NH:12][C:11]([C:27]1[S:28][CH:29]([CH2:32][N:33]3[CH2:34][CH2:35][S:36](=[O:41])[CH2:37][CH2:38]3)[CH2:30][N:31]=1)=[CH:10]2. (4) The product is: [Br:1][C:2]1[C:11]2[C:6](=[CH:7][C:8]([F:14])=[C:9]([O:12][CH3:13])[CH:10]=2)[N:5]=[CH:4][C:3]=1[F:17]. Given the reactants [Br:1][C:2]1[C:11]2[C:6](=[CH:7][C:8]([F:14])=[C:9]([O:12][CH3:13])[CH:10]=2)[N:5]=[CH:4][C:3]=1N.[B-](F)(F)(F)[F:17].N#[O+], predict the reaction product.